Predict the reaction yield, written as a fraction of the theoretical maximum amount of product (1.0 means a 100% yield; for example, 0.34 means a 34% yield). From a dataset of Reaction yield outcomes from USPTO patents with 853,638 reactions. (1) The reactants are [BH4-].[Na+].[CH3:3][O:4][C:5](/[C:7](/[C:13](/[C:26]([O:28][CH3:29])=[O:27])=[CH:14]/[C:15](=[O:25])[CH2:16][CH2:17][CH2:18][CH2:19][CH2:20][CH2:21][CH2:22][CH2:23][CH3:24])=[CH:8]\[C:9]([O:11][CH3:12])=[O:10])=[O:6].[NH4+].[Cl-]. The catalyst is C(Cl)Cl.CO. The product is [CH3:3][O:4][C:5](/[C:7](=[C:13](\[C:26]([O:28][CH3:29])=[O:27])/[CH2:14][CH:15]([OH:25])[CH2:16][CH2:17][CH2:18][CH2:19][CH2:20][CH2:21][CH2:22][CH2:23][CH3:24])/[CH2:8][C:9]([O:11][CH3:12])=[O:10])=[O:6]. The yield is 0.0600. (2) The reactants are [C:1]([O:4][CH2:5][C@@H:6]1[C@@H:13]2[C@@H:9]([O:10][C:11]([CH3:15])([CH3:14])[O:12]2)[C@H:8]([N:16]2[CH:24]=[N:23][C:22]3[C:17]2=[N:18][CH:19]=[N:20][C:21]=3Br)[O:7]1)(=[O:3])[CH3:2].[N:26]1([C:31]2[CH:32]=[C:33](B(O)O)[CH:34]=[CH:35][CH:36]=2)[CH:30]=[CH:29][CH:28]=[N:27]1.P([O-])([O-])([O-])=O.[K+].[K+].[K+].ClCCl. The catalyst is C1C=CC(P(C2C=CC=CC=2)[C-]2C=CC=C2)=CC=1.C1C=CC(P(C2C=CC=CC=2)[C-]2C=CC=C2)=CC=1.Cl[Pd]Cl.[Fe+2]. The product is [C:1]([O:4][CH2:5][C@@H:6]1[C@@H:13]2[C@@H:9]([O:10][C:11]([CH3:15])([CH3:14])[O:12]2)[C@H:8]([N:16]2[CH:24]=[N:23][C:22]3[C:17]2=[N:18][CH:19]=[N:20][C:21]=3[C:35]2[CH:34]=[CH:33][CH:32]=[C:31]([N:26]3[CH:30]=[CH:29][CH:28]=[N:27]3)[CH:36]=2)[O:7]1)(=[O:3])[CH3:2]. The yield is 0.530.